From a dataset of NCI-60 drug combinations with 297,098 pairs across 59 cell lines. Regression. Given two drug SMILES strings and cell line genomic features, predict the synergy score measuring deviation from expected non-interaction effect. (1) Drug 1: CC1=C(C(=CC=C1)Cl)NC(=O)C2=CN=C(S2)NC3=CC(=NC(=N3)C)N4CCN(CC4)CCO. Drug 2: CC1CCC2CC(C(=CC=CC=CC(CC(C(=O)C(C(C(=CC(C(=O)CC(OC(=O)C3CCCCN3C(=O)C(=O)C1(O2)O)C(C)CC4CCC(C(C4)OC)OP(=O)(C)C)C)C)O)OC)C)C)C)OC. Cell line: NCI-H460. Synergy scores: CSS=7.63, Synergy_ZIP=1.03, Synergy_Bliss=5.39, Synergy_Loewe=9.23, Synergy_HSA=9.23. (2) Drug 1: C1=NC2=C(N1)C(=S)N=C(N2)N. Drug 2: CCC1(CC2CC(C3=C(CCN(C2)C1)C4=CC=CC=C4N3)(C5=C(C=C6C(=C5)C78CCN9C7C(C=CC9)(C(C(C8N6C=O)(C(=O)OC)O)OC(=O)C)CC)OC)C(=O)OC)O.OS(=O)(=O)O. Cell line: RXF 393. Synergy scores: CSS=27.1, Synergy_ZIP=-2.91, Synergy_Bliss=-0.0306, Synergy_Loewe=-33.3, Synergy_HSA=2.18.